This data is from Forward reaction prediction with 1.9M reactions from USPTO patents (1976-2016). The task is: Predict the product of the given reaction. (1) The product is: [Cl:17][C:11]1[C:10]([F:18])=[C:9]([C:6]2[CH:7]=[CH:8][N:4]([CH2:3][C@@H:2]([NH:1][C:30]([C:28]3[N:29]=[C:25]([C:23]4[N:22]=[CH:21][NH:20][CH:24]=4)[S:26][CH:27]=3)=[O:31])[CH3:19])[N:5]=2)[CH:16]=[CH:15][C:12]=1[C:13]#[N:14]. Given the reactants [NH2:1][C@@H:2]([CH3:19])[CH2:3][N:4]1[CH:8]=[CH:7][C:6]([C:9]2[CH:16]=[CH:15][C:12]([C:13]#[N:14])=[C:11]([Cl:17])[C:10]=2[F:18])=[N:5]1.[NH:20]1[CH:24]=[C:23]([C:25]2[S:26][CH:27]=[C:28]([C:30](O)=[O:31])[N:29]=2)[N:22]=[CH:21]1.C1C=CC2N(O)N=NC=2C=1.CCN(C(C)C)C(C)C.CCN=C=NCCCN(C)C, predict the reaction product. (2) Given the reactants [C:1]1([CH:7]([C:22]2[CH:27]=[CH:26][CH:25]=[CH:24][CH:23]=2)[N:8]2[CH2:11][C:10]([NH:14][CH2:15][C:16]3[CH:21]=[CH:20][CH:19]=[CH:18][CH:17]=3)([C:12]#N)[CH2:9]2)[CH:6]=[CH:5][CH:4]=[CH:3][CH:2]=1.[OH-:28].[Na+].[OH2:30].Cl, predict the reaction product. The product is: [C:1]1([CH:7]([C:22]2[CH:27]=[CH:26][CH:25]=[CH:24][CH:23]=2)[N:8]2[CH2:11][C:10]([NH:14][CH2:15][C:16]3[CH:21]=[CH:20][CH:19]=[CH:18][CH:17]=3)([C:12]([OH:30])=[O:28])[CH2:9]2)[CH:6]=[CH:5][CH:4]=[CH:3][CH:2]=1. (3) Given the reactants [F:1][C:2]([F:13])([F:12])[C:3]1[C:11]2[CH2:10][CH2:9][CH2:8][CH2:7][C:6]=2[NH:5][N:4]=1.C[Si]([N-][Si](C)(C)C)(C)C.[K+].C1COCC1.Br[CH:30]([CH2:36][CH3:37])[C:31]([O:33][CH2:34][CH3:35])=[O:32], predict the reaction product. The product is: [F:13][C:2]([F:1])([F:12])[C:3]1[C:11]2[CH2:10][CH2:9][CH2:8][CH2:7][C:6]=2[N:5]([CH:30]([CH2:36][CH3:37])[C:31]([O:33][CH2:34][CH3:35])=[O:32])[N:4]=1. (4) Given the reactants [C:1]([O:5][C:6](=[O:35])[NH:7][C@H:8]([C:29]1[CH:34]=[CH:33][CH:32]=[CH:31][CH:30]=1)[CH2:9][N:10]1[C:15](=[O:16])[C:14](Br)=[C:13]([CH3:18])[N:12]([CH2:19][C:20]2[C:25]([F:26])=[CH:24][CH:23]=[CH:22][C:21]=2[F:27])[C:11]1=[O:28])([CH3:4])([CH3:3])[CH3:2].[CH2:36]([N:43]1[CH2:48][CH2:47][NH:46][CH2:45][CH2:44]1)[C:37]1[CH:42]=[CH:41][CH:40]=[CH:39][CH:38]=1, predict the reaction product. The product is: [C:1]([O:5][C:6](=[O:35])[NH:7][C@H:8]([C:29]1[CH:34]=[CH:33][CH:32]=[CH:31][CH:30]=1)[CH2:9][N:10]1[C:15](=[O:16])[C:14]([N:46]2[CH2:47][CH2:48][N:43]([CH2:36][C:37]3[CH:38]=[CH:39][CH:40]=[CH:41][CH:42]=3)[CH2:44][CH2:45]2)=[C:13]([CH3:18])[N:12]([CH2:19][C:20]2[C:25]([F:26])=[CH:24][CH:23]=[CH:22][C:21]=2[F:27])[C:11]1=[O:28])([CH3:4])([CH3:3])[CH3:2].